From a dataset of Reaction yield outcomes from USPTO patents with 853,638 reactions. Predict the reaction yield, written as a fraction of the theoretical maximum amount of product (1.0 means a 100% yield; for example, 0.34 means a 34% yield). (1) The reactants are Cl[C:2]1[CH:3]=[CH:4][C:5]2[N:6]([C:8]([C:11]3[CH:16]=[CH:15][CH:14]=[C:13]([O:17][C:18]([F:21])([F:20])[F:19])[CH:12]=3)=[CH:9][N:10]=2)[N:7]=1.Cl.[NH2:23][CH2:24][CH2:25][C:26]([CH3:29])([OH:28])[CH3:27].C([O-])(O)=O.[Na+]. The catalyst is CN1C(=O)CCC1. The product is [CH3:27][C:26]([OH:28])([CH2:25][CH2:24][NH:23][C:2]1[CH:3]=[CH:4][C:5]2[N:6]([C:8]([C:11]3[CH:16]=[CH:15][CH:14]=[C:13]([O:17][C:18]([F:21])([F:20])[F:19])[CH:12]=3)=[CH:9][N:10]=2)[N:7]=1)[CH3:29]. The yield is 0.480. (2) The reactants are O[C:2]1[CH:10]=[CH:9][CH:8]=[C:7]2[C:3]=1[CH2:4][NH:5][C:6]2=[O:11].BrCC(OC)=O. The catalyst is CN(C=O)C. The product is [C:6]1(=[O:11])[C:7]2[C:3](=[CH:2][CH:10]=[CH:9][CH:8]=2)[CH2:4][NH:5]1. The yield is 0.600. (3) The reactants are Cl.[CH3:2][O:3][C:4]1[CH:5]=[C:6]([CH:11]=[CH:12][C:13]=1[C:14]1[O:18][C:17]([CH3:19])=[N:16][CH:15]=1)[C:7]([NH:9][NH2:10])=[O:8].[Cl:20][CH2:21][CH2:22][CH2:23][CH:24]([C:28]1[CH:33]=[CH:32][C:31]([C:34]([F:37])([F:36])[F:35])=[CH:30][CH:29]=1)[C:25](O)=[O:26].C(N(CC)CC)C.P(C#N)(OCC)(OCC)=O. The catalyst is CN(C=O)C.O. The product is [Cl:20][CH2:21][CH2:22][CH2:23][CH:24]([C:28]1[CH:29]=[CH:30][C:31]([C:34]([F:35])([F:36])[F:37])=[CH:32][CH:33]=1)[C:25]([NH:10][NH:9][C:7](=[O:8])[C:6]1[CH:11]=[CH:12][C:13]([C:14]2[O:18][C:17]([CH3:19])=[N:16][CH:15]=2)=[C:4]([O:3][CH3:2])[CH:5]=1)=[O:26]. The yield is 0.620. (4) The reactants are [F:1][C:2]1[CH:3]=[C:4]([C:8]2[CH:9]=[CH:10][C:11]([CH3:17])=[C:12]([CH:16]=2)[C:13]([OH:15])=O)[CH:5]=[CH:6][CH:7]=1.C(Cl)(C(Cl)=O)=O.[NH2:24][C:25]1[C:26]([F:33])=[C:27]([OH:32])[CH:28]=[CH:29][C:30]=1[F:31].C([O-])(O)=O.[Na+]. The catalyst is C(Cl)Cl.CN(C=O)C.C1COCC1. The product is [F:33][C:26]1[C:27]([OH:32])=[CH:28][CH:29]=[C:30]([F:31])[C:25]=1[NH:24][C:13](=[O:15])[C:12]1[CH:16]=[C:8]([C:4]2[CH:5]=[CH:6][CH:7]=[C:2]([F:1])[CH:3]=2)[CH:9]=[CH:10][C:11]=1[CH3:17]. The yield is 0.480.